Dataset: NCI-60 drug combinations with 297,098 pairs across 59 cell lines. Task: Regression. Given two drug SMILES strings and cell line genomic features, predict the synergy score measuring deviation from expected non-interaction effect. (1) Drug 1: CC1CCC2CC(C(=CC=CC=CC(CC(C(=O)C(C(C(=CC(C(=O)CC(OC(=O)C3CCCCN3C(=O)C(=O)C1(O2)O)C(C)CC4CCC(C(C4)OC)OCCO)C)C)O)OC)C)C)C)OC. Drug 2: CC1C(C(CC(O1)OC2CC(CC3=C2C(=C4C(=C3O)C(=O)C5=C(C4=O)C(=CC=C5)OC)O)(C(=O)CO)O)N)O.Cl. Cell line: PC-3. Synergy scores: CSS=37.8, Synergy_ZIP=-4.37, Synergy_Bliss=-0.439, Synergy_Loewe=2.30, Synergy_HSA=2.45. (2) Drug 1: C1=C(C(=O)NC(=O)N1)F. Drug 2: C1CN(P(=O)(OC1)NCCCl)CCCl. Cell line: A549. Synergy scores: CSS=27.6, Synergy_ZIP=2.79, Synergy_Bliss=-3.19, Synergy_Loewe=-18.7, Synergy_HSA=-2.71. (3) Drug 1: CCCS(=O)(=O)NC1=C(C(=C(C=C1)F)C(=O)C2=CNC3=C2C=C(C=N3)C4=CC=C(C=C4)Cl)F. Drug 2: CCN(CC)CCCC(C)NC1=C2C=C(C=CC2=NC3=C1C=CC(=C3)Cl)OC. Cell line: EKVX. Synergy scores: CSS=24.8, Synergy_ZIP=-2.35, Synergy_Bliss=1.53, Synergy_Loewe=-10.8, Synergy_HSA=-0.256. (4) Drug 1: CCC(=C(C1=CC=CC=C1)C2=CC=C(C=C2)OCCN(C)C)C3=CC=CC=C3.C(C(=O)O)C(CC(=O)O)(C(=O)O)O. Drug 2: C1=NC(=NC(=O)N1C2C(C(C(O2)CO)O)O)N. Cell line: ACHN. Synergy scores: CSS=2.79, Synergy_ZIP=-6.67, Synergy_Bliss=-9.41, Synergy_Loewe=-29.8, Synergy_HSA=-16.1. (5) Drug 1: COC1=NC(=NC2=C1N=CN2C3C(C(C(O3)CO)O)O)N. Drug 2: C1=NC2=C(N=C(N=C2N1C3C(C(C(O3)CO)O)F)Cl)N. Cell line: NCI-H460. Synergy scores: CSS=-5.36, Synergy_ZIP=3.74, Synergy_Bliss=-0.405, Synergy_Loewe=-6.08, Synergy_HSA=-7.34.